This data is from Reaction yield outcomes from USPTO patents with 853,638 reactions. The task is: Predict the reaction yield, written as a fraction of the theoretical maximum amount of product (1.0 means a 100% yield; for example, 0.34 means a 34% yield). (1) The reactants are [Br:1][C:2]1[S:3][C:4](Br)=[CH:5][C:6]=1[C:7]#[N:8].[CH:10]1([CH2:13][NH:14][CH2:15][CH2:16][CH3:17])[CH2:12][CH2:11]1.C(N(CC)CC)C. The catalyst is O. The product is [Br:1][C:2]1[S:3][C:4]([N:14]([CH2:13][CH:10]2[CH2:12][CH2:11]2)[CH2:15][CH2:16][CH3:17])=[CH:5][C:6]=1[C:7]#[N:8]. The yield is 0.350. (2) The reactants are [Cl:1][C:2]1[CH:3]=[C:4]2[C:9](=[CH:10][CH:11]=1)[C:8]([N:12]1[CH2:17][CH2:16][NH:15][CH:14]([C:18]([NH2:20])=[O:19])[CH2:13]1)=[N:7][CH:6]=[CH:5]2.C(N(CC)CC)C.[C:28](Cl)(=[O:31])[CH:29]=[CH2:30].O. The catalyst is ClCCl. The product is [C:28]([N:15]1[CH2:16][CH2:17][N:12]([C:8]2[C:9]3[C:4](=[CH:3][C:2]([Cl:1])=[CH:11][CH:10]=3)[CH:5]=[CH:6][N:7]=2)[CH2:13][CH:14]1[C:18]([NH2:20])=[O:19])(=[O:31])[CH:29]=[CH2:30]. The yield is 0.763. (3) The reactants are [NH2:1][C:2]1[CH:7]=[CH:6][CH:5]=[C:4]([Cl:8])[N:3]=1.[Cl:9][CH2:10][CH:11]=O. The catalyst is C(O)C. The product is [ClH:8].[Cl:9][C:10]1[N:3]2[CH:4]=[CH:5][N:1]=[C:2]2[CH:7]=[CH:6][CH:11]=1. The yield is 0.450. (4) The reactants are [Cl:1][C:2]1[CH:7]=[CH:6][C:5]([CH2:8][C:9](=[O:11])[CH3:10])=[CH:4][CH:3]=1.[BrH:12].BrBr.CC(C)=O. The catalyst is C(O)(=O)C. The product is [Br:12][CH2:10][C:9](=[O:11])[CH2:8][C:5]1[CH:4]=[CH:3][C:2]([Cl:1])=[CH:7][CH:6]=1. The yield is 0.690. (5) The product is [Cl:9][C:10]1[CH:11]=[C:12]2[C:17](=[CH:18][CH:19]=1)[N:16]([CH3:20])[C:15](=[O:21])[C:14]([C:22]#[N:23])=[C:13]2[N:24]1[CH2:25][CH2:26][N:27]([C:6]([C:2]2[O:1][CH:5]=[CH:4][CH:3]=2)=[O:7])[CH2:28][CH2:29]1. The yield is 0.680. The catalyst is N1C=CC=CC=1. The reactants are [O:1]1[CH:5]=[CH:4][CH:3]=[C:2]1[C:6](Cl)=[O:7].[Cl:9][C:10]1[CH:11]=[C:12]2[C:17](=[CH:18][CH:19]=1)[N:16]([CH3:20])[C:15](=[O:21])[C:14]([C:22]#[N:23])=[C:13]2[N:24]1[CH2:29][CH2:28][NH:27][CH2:26][CH2:25]1. (6) The reactants are [Cl:1][C:2]1[CH:6]=[N:5][N:4]([CH3:7])[C:3]=1[C:8]1[CH:9]=[C:10]([NH2:16])[CH:11]=[CH:12][C:13]=1[O:14][CH3:15].[F:17][C:18]([F:29])([F:28])[C:19]1[CH:24]=[CH:23][C:22]([N:25]=[C:26]=[O:27])=[CH:21][CH:20]=1. No catalyst specified. The product is [Cl:1][C:2]1[CH:6]=[N:5][N:4]([CH3:7])[C:3]=1[C:8]1[CH:9]=[C:10]([NH:16][C:26]([NH:25][C:22]2[CH:21]=[CH:20][C:19]([C:18]([F:17])([F:28])[F:29])=[CH:24][CH:23]=2)=[O:27])[CH:11]=[CH:12][C:13]=1[O:14][CH3:15]. The yield is 0.150. (7) The reactants are [C:1]1([C:7]([C:10]2[CH:15]=[CH:14][CH:13]=[CH:12][CH:11]=2)=[N+]=[N-])[CH:6]=[CH:5][CH:4]=[CH:3][CH:2]=1.[CH3:16][C:17]([O:19][CH2:20][C:21]1[CH2:30][S:29][C@@H:24]2[C@H:25]([NH2:28])[C:26](=[O:27])[N:23]2[C:22]=1[C:31]([OH:33])=[O:32])=[O:18].[C:34]1([CH3:44])[CH:39]=[CH:38][C:37]([S:40]([OH:43])(=[O:42])=[O:41])=[CH:36][CH:35]=1. The catalyst is ClCCl.CO.C(OCC)(=O)C. The product is [C:34]1([CH3:44])[CH:35]=[CH:36][C:37]([S:40]([OH:43])(=[O:41])=[O:42])=[CH:38][CH:39]=1.[CH:7]([O:33][C:31]([C:22]1[N:23]2[C@H:24]([S:29][CH2:30][C:21]=1[CH2:20][O:19][C:17](=[O:18])[CH3:16])[C@H:25]([NH2:28])[C:26]2=[O:27])=[O:32])([C:10]1[CH:15]=[CH:14][CH:13]=[CH:12][CH:11]=1)[C:1]1[CH:6]=[CH:5][CH:4]=[CH:3][CH:2]=1. The yield is 0.580. (8) The catalyst is Cl. The product is [Cl:1][CH2:2][CH2:3][CH2:4][C:5]([C:7]1[CH:12]=[CH:11][C:10]([C:13]([CH3:18])([CH3:17])[C:14]([O:16][CH3:19])=[O:15])=[CH:9][CH:8]=1)=[O:6]. The yield is 0.940. The reactants are [Cl:1][CH2:2][CH2:3][CH2:4][C:5]([C:7]1[CH:12]=[CH:11][C:10]([C:13]([CH3:18])([CH3:17])[C:14]([OH:16])=[O:15])=[CH:9][CH:8]=1)=[O:6].[CH3:19]O. (9) The reactants are [Br:1][C:2]1[CH:7]=[CH:6][CH:5]=[C:4]([N+:8]([O-])=O)[C:3]=1[CH2:11][C:12]([OH:14])=O. The catalyst is OS(O)(=O)=O.CCO.[Zn]. The product is [Br:1][C:2]1[CH:7]=[CH:6][CH:5]=[C:4]2[C:3]=1[CH2:11][C:12](=[O:14])[NH:8]2. The yield is 0.930.